Predict the reactants needed to synthesize the given product. From a dataset of Full USPTO retrosynthesis dataset with 1.9M reactions from patents (1976-2016). (1) Given the product [C:1]([O:24][C:23](=[O:25])[CH:22]([NH2:21])[CH2:26][CH:27]([CH3:29])[CH3:28])(=[O:19])[CH2:2][CH2:3][CH2:4][CH2:5][CH2:6][CH2:7][CH2:8][CH2:9][CH2:10][CH2:11][CH2:12][CH2:13][CH2:14][CH2:15][CH2:16][CH2:17][CH3:18], predict the reactants needed to synthesize it. The reactants are: [C:1](Cl)(=[O:19])[CH2:2][CH2:3][CH2:4][CH2:5][CH2:6][CH2:7][CH2:8][CH2:9][CH2:10][CH2:11][CH2:12][CH2:13][CH2:14][CH2:15][CH2:16][CH2:17][CH3:18].[NH2:21][CH:22]([CH2:26][CH:27]([CH3:29])[CH3:28])[C:23]([O-:25])=[O:24].[K+]. (2) Given the product [Br:1][C:2]1[C:7](=[O:8])[N:6]([CH2:9][C:10]([NH:12][CH2:13][C:14]([OH:16])=[O:15])=[O:11])[N:5]=[CH:4][C:3]=1[NH:21][C@@H:22]1[CH2:27][C@@H:26]2[CH2:28][C@@H:24]([C:25]2([CH3:30])[CH3:29])[C@H:23]1[CH3:31], predict the reactants needed to synthesize it. The reactants are: [Br:1][C:2]1[C:7](=[O:8])[N:6]([CH2:9][C:10]([NH:12][CH2:13][C:14]([O:16]C(C)(C)C)=[O:15])=[O:11])[N:5]=[CH:4][C:3]=1[NH:21][C@@H:22]1[CH2:27][C@@H:26]2[CH2:28][C@@H:24]([C:25]2([CH3:30])[CH3:29])[C@H:23]1[CH3:31].FC(F)(F)C(O)=O. (3) The reactants are: [C:1]([O:5][C:6]([NH:8][CH2:9][C:10]1[CH:19]=[CH:18][C:13]([C:14]([O:16]C)=[O:15])=[C:12]([Cl:20])[CH:11]=1)=[O:7])([CH3:4])([CH3:3])[CH3:2].[OH-].[Li+]. Given the product [C:1]([O:5][C:6]([NH:8][CH2:9][C:10]1[CH:19]=[CH:18][C:13]([C:14]([OH:16])=[O:15])=[C:12]([Cl:20])[CH:11]=1)=[O:7])([CH3:4])([CH3:2])[CH3:3], predict the reactants needed to synthesize it. (4) Given the product [CH2:1]([O:3][C:4](=[O:21])[CH:5]([N:6]([CH2:7][C:8]1[CH:9]=[CH:10][CH:11]=[CH:12][CH:13]=1)[CH2:14][C:15]1[CH:20]=[CH:19][CH:18]=[CH:17][CH:16]=1)[CH:30]([OH:33])[CH2:31][CH3:32])[CH3:2], predict the reactants needed to synthesize it. The reactants are: [CH2:1]([O:3][C:4](=[O:21])[CH2:5][N:6]([CH2:14][C:15]1[CH:20]=[CH:19][CH:18]=[CH:17][CH:16]=1)[CH2:7][C:8]1[CH:13]=[CH:12][CH:11]=[CH:10][CH:9]=1)[CH3:2].C([N-]C(C)C)(C)C.[Li+].[CH:30](=[O:33])[CH2:31][CH3:32].O.